Dataset: Full USPTO retrosynthesis dataset with 1.9M reactions from patents (1976-2016). Task: Predict the reactants needed to synthesize the given product. (1) Given the product [Br:1][C:2]1[C:3]([N:16]([CH3:21])[S:17]([CH3:20])(=[O:19])=[O:18])=[CH:4][C:5]2[O:9][C:8]([N:28]3[CH:32]=[CH:31][N:30]=[CH:29]3)=[C:7]([C:11]([NH:13][CH3:14])=[O:12])[C:6]=2[CH:15]=1, predict the reactants needed to synthesize it. The reactants are: [Br:1][C:2]1[C:3]([N:16]([CH3:21])[S:17]([CH3:20])(=[O:19])=[O:18])=[CH:4][C:5]2[O:9][C:8](I)=[C:7]([C:11]([NH:13][CH3:14])=[O:12])[C:6]=2[CH:15]=1.C([O-])([O-])=O.[K+].[K+].[NH:28]1[CH:32]=[CH:31][N:30]=[CH:29]1. (2) Given the product [C:11]([C:15]1[CH:16]=[CH:17][C:18]([O:22][CH3:23])=[C:19]([NH:20][C:2](=[O:3])[O:4][C:5]2[CH:10]=[CH:9][CH:8]=[CH:7][CH:6]=2)[CH:21]=1)([CH3:14])([CH3:12])[CH3:13], predict the reactants needed to synthesize it. The reactants are: Cl[C:2]([O:4][C:5]1[CH:10]=[CH:9][CH:8]=[CH:7][CH:6]=1)=[O:3].[C:11]([C:15]1[CH:16]=[CH:17][C:18]([O:22][CH3:23])=[C:19]([CH:21]=1)[NH2:20])([CH3:14])([CH3:13])[CH3:12].C([O-])(O)=O.[Na+]. (3) Given the product [CH2:20]([O:1][C:2]1[CH:3]=[C:4]([CH:9]=[CH:10][CH:11]=1)[C:5]([O:7][CH3:8])=[O:6])[C:19]#[CH:18], predict the reactants needed to synthesize it. The reactants are: [OH:1][C:2]1[CH:3]=[C:4]([CH:9]=[CH:10][CH:11]=1)[C:5]([O:7][CH3:8])=[O:6].C([O-])([O-])=O.[K+].[K+].[CH2:18](Br)[C:19]#[CH:20]. (4) Given the product [C:45]([O:44][C:42](=[O:43])[NH:49][C:50]([CH3:51])([CH3:55])[C:52]([N:4]1[CH2:5][CH2:6][N:1]([CH2:7][CH2:8][NH:9][C:10]([C:12]2[C:16]([CH3:17])=[C:15](/[CH:18]=[C:19]3\[C:20](=[O:40])[NH:21][C:22]4[C:27]\3=[CH:26][C:25]([S:28]([CH2:31][C:32]3[C:37]([Cl:38])=[CH:36][CH:35]=[CH:34][C:33]=3[Cl:39])(=[O:30])=[O:29])=[CH:24][CH:23]=4)[NH:14][C:13]=2[CH3:41])=[O:11])[CH2:2][CH2:3]1)=[O:54])([CH3:46])([CH3:47])[CH3:48], predict the reactants needed to synthesize it. The reactants are: [N:1]1([CH2:7][CH2:8][NH:9][C:10]([C:12]2[C:16]([CH3:17])=[C:15](/[CH:18]=[C:19]3\[C:20](=[O:40])[NH:21][C:22]4[C:27]\3=[CH:26][C:25]([S:28]([CH2:31][C:32]3[C:37]([Cl:38])=[CH:36][CH:35]=[CH:34][C:33]=3[Cl:39])(=[O:30])=[O:29])=[CH:24][CH:23]=4)[NH:14][C:13]=2[CH3:41])=[O:11])[CH2:6][CH2:5][NH:4][CH2:3][CH2:2]1.[C:42]([NH:49][C@@H:50]([C:52]([OH:54])=O)[CH3:51])([O:44][C:45]([CH3:48])([CH3:47])[CH3:46])=[O:43].[C:55](P(=O)(OCC)OCC)#N. (5) Given the product [CH:25]1([CH2:24][C@H:3]([NH:2][C:37]([C:34]2[CH:33]=[C:32]([CH3:31])[O:36][N:35]=2)=[O:38])[C:4](=[O:5])[NH:6][C@H:7]2[CH2:13][CH2:12][CH2:11][N:10]([S:14]([C:17]3[CH:22]=[CH:21][CH:20]=[CH:19][N:18]=3)(=[O:15])=[O:16])[CH2:9][C:8]2=[O:23])[CH2:30][CH2:29][CH2:28][CH2:27][CH2:26]1, predict the reactants needed to synthesize it. The reactants are: Cl.[NH2:2][C@@H:3]([CH2:24][CH:25]1[CH2:30][CH2:29][CH2:28][CH2:27][CH2:26]1)[C:4]([NH:6][C@H:7]1[CH2:13][CH2:12][CH2:11][N:10]([S:14]([C:17]2[CH:22]=[CH:21][CH:20]=[CH:19][N:18]=2)(=[O:16])=[O:15])[CH2:9][C@@H:8]1[OH:23])=[O:5].[CH3:31][C:32]1[O:36][N:35]=[C:34]([C:37](O)=[O:38])[CH:33]=1.CC(OI1(OC(C)=O)(OC(C)=O)OC(=O)C2C=CC=CC1=2)=O. (6) Given the product [CH3:1][CH:2]([CH:5]=[CH2:6])[CH2:3][O:4][CH2:10][C:9]([OH:12])=[O:11], predict the reactants needed to synthesize it. The reactants are: [CH3:1][CH:2]([CH:5]=[CH2:6])[CH2:3][OH:4].[H-].[Na+].[C:9]([O:12]I)(=[O:11])[CH3:10].[Na].Cl.